From a dataset of Peptide-MHC class II binding affinity with 134,281 pairs from IEDB. Regression. Given a peptide amino acid sequence and an MHC pseudo amino acid sequence, predict their binding affinity value. This is MHC class II binding data. (1) The peptide sequence is TILQRLGVLFGSRIA. The MHC is DRB1_0301 with pseudo-sequence DRB1_0301. The binding affinity (normalized) is 0.122. (2) The peptide sequence is PIIIDQKYCPNKICT. The MHC is HLA-DQA10401-DQB10402 with pseudo-sequence HLA-DQA10401-DQB10402. The binding affinity (normalized) is 0. (3) The peptide sequence is EDTNIYNSNEAFKVE. The MHC is DRB1_0401 with pseudo-sequence DRB1_0401. The binding affinity (normalized) is 0.406. (4) The peptide sequence is MLLRKYGIAAENVID. The MHC is DRB4_0101 with pseudo-sequence DRB4_0103. The binding affinity (normalized) is 0.328.